Dataset: Forward reaction prediction with 1.9M reactions from USPTO patents (1976-2016). Task: Predict the product of the given reaction. Given the reactants O1CCCC1CCO.[CH3:9][O:10][CH2:11][O:12][C:13]1[CH:18]=[CH:17][C:16](/[CH:19]=[CH:20]/[C:21]([O:23][CH2:24][CH3:25])=[O:22])=[C:15]([O:26][C:27]2[CH:32]=[CH:31][C:30]([C:33]([F:36])([F:35])[F:34])=[CH:29][N:28]=2)[CH:14]=1, predict the reaction product. The product is: [CH3:9][O:10][CH2:11][O:12][C:13]1[CH:18]=[CH:17][C:16]([CH2:19][CH2:20][C:21]([O:23][CH2:24][CH3:25])=[O:22])=[C:15]([O:26][C:27]2[CH:32]=[CH:31][C:30]([C:33]([F:34])([F:35])[F:36])=[CH:29][N:28]=2)[CH:14]=1.